Dataset: Full USPTO retrosynthesis dataset with 1.9M reactions from patents (1976-2016). Task: Predict the reactants needed to synthesize the given product. (1) Given the product [Cl:10][C:11]1[N:12]=[C:13]([NH:18][CH3:19])[N:14]=[C:15]([N:7]2[C@H:2]([CH3:1])[CH2:3][O:4][C@H:5]([CH2:8][OH:9])[CH2:6]2)[CH:16]=1, predict the reactants needed to synthesize it. The reactants are: [CH3:1][C@H:2]1[NH:7][CH2:6][C@@H:5]([CH2:8][OH:9])[O:4][CH2:3]1.[Cl:10][C:11]1[CH:16]=[C:15](Cl)[N:14]=[C:13]([NH:18][CH3:19])[N:12]=1.C([O-])([O-])=O.[K+].[K+].Cl. (2) Given the product [C:16]([O:20][C:21](=[O:22])[NH:23][C@H:24]([C:25]1[N:8]([C:4]2[CH:5]=[CH:6][CH:7]=[C:2]([Cl:1])[CH:3]=2)[C:9]2=[N:10][CH:11]=[CH:12][CH:13]=[C:14]2[N:15]=1)[CH3:28])([CH3:19])([CH3:18])[CH3:17], predict the reactants needed to synthesize it. The reactants are: [Cl:1][C:2]1[CH:3]=[C:4]([NH:8][C:9]2[C:14]([NH2:15])=[CH:13][CH:12]=[CH:11][N:10]=2)[CH:5]=[CH:6][CH:7]=1.[C:16]([O:20][C:21]([NH:23][C@@H:24]([CH3:28])[C:25](O)=O)=[O:22])([CH3:19])([CH3:18])[CH3:17].C1C=NC2N(O)N=NC=2C=1.CN1CCOCC1.Cl.CN(C)CCCN=C=NCC. (3) Given the product [O:27]1[CH:25]=[CH:28][C:29]([CH2:46][N:22]2[CH2:23][CH2:24][CH:19]([N:10]3[C:11]([C:12]4[CH:17]=[CH:16][N:15]=[C:14]([NH2:18])[N:13]=4)=[C:7]([C:1]4[CH:2]=[CH:3][CH:4]=[CH:5][CH:6]=4)[N:8]=[CH:9]3)[CH2:20][CH2:21]2)=[N:30]1, predict the reactants needed to synthesize it. The reactants are: [C:1]1([C:7]2[N:8]=[CH:9][N:10]([CH:19]3[CH2:24][CH2:23][NH:22][CH2:21][CH2:20]3)[C:11]=2[C:12]2[CH:17]=[CH:16][N:15]=[C:14]([NH2:18])[N:13]=2)[CH:6]=[CH:5][CH:4]=[CH:3][CH:2]=1.[C:25]([C:28]1N(C2CCN(C(OC(C)(C)C)=O)CC2)C=[N:30][C:29]=1[C:46]1C=CC=CC=1)(=[O:27])C.CNC1N=C(C2N(C3CCNCC3)C=NC=2C2C=CC=CC=2)C=CN=1.Cl.NC(N)=N.O1C=CC(C=O)=N1.FC1C=CC(C2N=CN(C3CCN(CC4C=CON=4)CC3)C=2C2C=CN=C(NC)N=2)=CC=1. (4) Given the product [CH2:1]([C:8]1[N:9]=[C:10]([Cl:41])[C:11]2[CH2:17][CH2:16][N:15]([C:18]([O:20][CH2:21][C:22]3[CH:27]=[CH:26][CH:25]=[CH:24][CH:23]=3)=[O:19])[CH2:14][CH2:13][C:12]=2[N:28]=1)[C:2]1[CH:7]=[CH:6][CH:5]=[CH:4][CH:3]=1, predict the reactants needed to synthesize it. The reactants are: [CH2:1]([C:8]1[NH:9][C:10](=O)[C:11]2[CH2:17][CH2:16][N:15]([C:18]([O:20][CH2:21][C:22]3[CH:27]=[CH:26][CH:25]=[CH:24][CH:23]=3)=[O:19])[CH2:14][CH2:13][C:12]=2[N:28]=1)[C:2]1[CH:7]=[CH:6][CH:5]=[CH:4][CH:3]=1.CN(C)C1C=CC=CC=1.O=P(Cl)(Cl)[Cl:41].